Dataset: Peptide-MHC class I binding affinity with 185,985 pairs from IEDB/IMGT. Task: Regression. Given a peptide amino acid sequence and an MHC pseudo amino acid sequence, predict their binding affinity value. This is MHC class I binding data. (1) The binding affinity (normalized) is 0. The peptide sequence is KRWIIMGLNK. The MHC is HLA-B35:03 with pseudo-sequence HLA-B35:03. (2) The peptide sequence is VDINLIPLI. The MHC is HLA-A29:02 with pseudo-sequence HLA-A29:02. The binding affinity (normalized) is 0.